From a dataset of Full USPTO retrosynthesis dataset with 1.9M reactions from patents (1976-2016). Predict the reactants needed to synthesize the given product. (1) Given the product [Cl:12][C:7]1[CH:8]=[C:9]2[C:4](=[CH:5][CH:6]=1)[N:3]=[C:2]([NH:19][CH:15]1[CH2:16][CH2:17][CH2:18][CH:13]([NH2:20])[CH2:14]1)[CH:11]=[CH:10]2, predict the reactants needed to synthesize it. The reactants are: Cl[C:2]1[CH:11]=[CH:10][C:9]2[C:4](=[CH:5][CH:6]=[C:7]([Cl:12])[CH:8]=2)[N:3]=1.[CH:13]1([NH2:20])[CH2:18][CH2:17][CH2:16][CH:15]([NH2:19])[CH2:14]1. (2) Given the product [Si:1]([O:8][C:9]1[CH:14]=[CH:13][C:12]([C:15](=[O:18])[CH2:16][CH3:17])=[CH:11][C:10]=1[CH2:19][CH3:20])([C:4]([CH3:6])([CH3:7])[CH3:5])([CH3:2])[CH3:3], predict the reactants needed to synthesize it. The reactants are: [Si:1]([O:8][C:9]1[CH:14]=[CH:13][C:12]([CH:15]([OH:18])[CH2:16][CH3:17])=[CH:11][C:10]=1[CH2:19][CH3:20])([C:4]([CH3:7])([CH3:6])[CH3:5])([CH3:3])[CH3:2]. (3) Given the product [Cl:16][C:17]1[CH:18]=[C:19]2[C:24](=[C:25]([N:27]3[CH2:32][CH2:31][N:30]([CH:12]([CH3:14])[CH2:11][C:8]4[C:7]5[CH:15]=[C:3]([O:2][CH3:1])[CH:4]=[CH:5][C:6]=5[O:10][CH:9]=4)[CH2:29][CH2:28]3)[CH:26]=1)[N:23]=[CH:22][CH:21]=[CH:20]2, predict the reactants needed to synthesize it. The reactants are: [CH3:1][O:2][C:3]1[CH:4]=[CH:5][C:6]2[O:10][CH:9]=[C:8]([CH2:11][C:12]([CH3:14])=O)[C:7]=2[CH:15]=1.[Cl:16][C:17]1[CH:18]=[C:19]2[C:24](=[C:25]([N:27]3[CH2:32][CH2:31][NH:30][CH2:29][CH2:28]3)[CH:26]=1)[N:23]=[CH:22][CH:21]=[CH:20]2.C(O[BH-](OC(=O)C)OC(=O)C)(=O)C.[Na+]. (4) The reactants are: [Cl:1][C:2]1[CH:3]=[C:4]([C:8]([C:10]2[CH:15]=[CH:14][C:13]([CH3:16])=[CH:12][CH:11]=2)=[O:9])[CH:5]=[CH:6][CH:7]=1.C1C(=O)N([Br:24])C(=O)C1.CC(N=NC(C#N)(C)C)(C#N)C. Given the product [Br:24][CH2:16][C:13]1[CH:14]=[CH:15][C:10]([C:8]([C:4]2[CH:5]=[CH:6][CH:7]=[C:2]([Cl:1])[CH:3]=2)=[O:9])=[CH:11][CH:12]=1, predict the reactants needed to synthesize it. (5) Given the product [Br-:41].[C:17]([C:14]1[CH:15]=[CH:16][C:11]([C@H:10]2[N:9]3[C:25](=[O:28])[NH:26][N:27]=[C:8]3[N:7]([C:29]3[CH:34]=[CH:33][CH:32]=[C:31]([C:35]([F:37])([F:36])[F:38])[CH:30]=3)[C:6]([CH3:39])=[C:5]2[C:3]([O:2][CH3:1])=[O:4])=[C:12]([CH2:19][CH2:20][CH2:21][N+:22]([CH3:40])([CH3:24])[CH3:23])[CH:13]=1)#[N:18], predict the reactants needed to synthesize it. The reactants are: [CH3:1][O:2][C:3]([C:5]1[C@@H:10]([C:11]2[CH:16]=[CH:15][C:14]([C:17]#[N:18])=[CH:13][C:12]=2[CH2:19][CH2:20][CH2:21][N:22]([CH3:24])[CH3:23])[N:9]2[C:25](=[O:28])[NH:26][N:27]=[C:8]2[N:7]([C:29]2[CH:34]=[CH:33][CH:32]=[C:31]([C:35]([F:38])([F:37])[F:36])[CH:30]=2)[C:6]=1[CH3:39])=[O:4].[CH3:40][Br:41]. (6) Given the product [S:24]([C:27]1[CH:33]=[CH:32][C:30]([CH3:31])=[CH:29][CH:28]=1)([O:23][CH2:22][CH2:21][CH2:20][CH2:19][CH2:18][CH2:17][CH2:16][CH2:15][CH2:14][CH2:13][CH2:12][CH2:11][CH2:10][CH2:9][CH2:8][C:5]1[CH:4]=[CH:3][C:2]([I:1])=[CH:7][CH:6]=1)(=[O:26])=[O:25], predict the reactants needed to synthesize it. The reactants are: [I:1][C:2]1[CH:7]=[CH:6][C:5]([CH2:8][CH2:9][CH2:10][CH2:11][CH2:12][CH2:13][CH2:14][CH2:15][CH2:16][CH2:17][CH2:18][CH2:19][CH2:20][CH2:21][CH2:22][OH:23])=[CH:4][CH:3]=1.[S:24](Cl)([C:27]1[CH:33]=[CH:32][C:30]([CH3:31])=[CH:29][CH:28]=1)(=[O:26])=[O:25]. (7) Given the product [C:25]([C:24]1[C:4]2[C:3](=[C:2]([Cl:1])[CH:7]=[CH:6][CH:5]=2)[CH:8]=[C:9]2[CH2:10][C:11]([C:17]([O:19][CH2:20][CH3:21])=[O:18])([C:12]([O:14][CH2:15][CH3:16])=[O:13])[CH2:22][C:23]=12)(=[O:27])[CH3:26], predict the reactants needed to synthesize it. The reactants are: [Cl:1][C:2]1[CH:7]=[CH:6][CH:5]=[CH:4][C:3]=1[CH:8]=[CH:9][CH2:10][C:11]([CH2:22][C:23]#[C:24][C:25](=[O:27])[CH3:26])([C:17]([O:19][CH2:20][CH3:21])=[O:18])[C:12]([O:14][CH2:15][CH3:16])=[O:13]. (8) Given the product [NH2:5][C:6]1[CH:14]=[C:13]([CH3:15])[C:12]([I:1])=[CH:11][C:7]=1[C:8]([OH:10])=[O:9], predict the reactants needed to synthesize it. The reactants are: [I:1]I.OO.[NH2:5][C:6]1[CH:14]=[C:13]([CH3:15])[CH:12]=[CH:11][C:7]=1[C:8]([OH:10])=[O:9]. (9) The reactants are: [F:1][C@:2]1([CH3:19])[C@H:6]([OH:7])[C@@:5]([F:10])([CH2:8][OH:9])[O:4][C@H:3]1[N:11]1[CH:16]=[CH:15][C:14](=[O:17])[NH:13][C:12]1=[O:18].C([Mg]Cl)(C)(C)C.Cl[C:27]1[C:36]2[C:31](=[CH:32][CH:33]=[CH:34][CH:35]=2)[CH:30]=[CH:29][C:28]=1[O:37][P:38](=[N:40][C@@H:41]([CH3:48])[C:42]([O:44][CH:45]([CH3:47])[CH3:46])=[O:43])=[O:39].CO. Given the product [CH:45]([O:44][C:42](=[O:43])[C@@H:41]([N:40]=[P:38]([O:37][C:28]1[CH:29]=[CH:30][C:31]2[C:36](=[CH:35][CH:34]=[CH:33][CH:32]=2)[C:27]=1[O:9][CH2:8][C@:5]1([F:10])[C@@H:6]([OH:7])[C@:2]([F:1])([CH3:19])[C@H:3]([N:11]2[CH:16]=[CH:15][C:14](=[O:17])[NH:13][C:12]2=[O:18])[O:4]1)=[O:39])[CH3:48])([CH3:46])[CH3:47], predict the reactants needed to synthesize it.